This data is from Forward reaction prediction with 1.9M reactions from USPTO patents (1976-2016). The task is: Predict the product of the given reaction. (1) Given the reactants [N:1]1([C:7]2[C:8]3[N:31]=[N:30][N:29]([CH:32]4[CH2:37][CH2:36][N:35](C(OC(C)(C)C)=O)[CH2:34][CH2:33]4)[C:9]=3[N:10]=[C:11]([C:13]3[CH:18]=[CH:17][C:16]([NH:19][C:20](=[O:28])[NH:21][C:22]4[CH:27]=[CH:26][N:25]=[CH:24][CH:23]=4)=[CH:15][CH:14]=3)[N:12]=2)[CH2:6][CH2:5][O:4][CH2:3][CH2:2]1, predict the reaction product. The product is: [N:1]1([C:7]2[C:8]3[N:31]=[N:30][N:29]([CH:32]4[CH2:37][CH2:36][NH:35][CH2:34][CH2:33]4)[C:9]=3[N:10]=[C:11]([C:13]3[CH:18]=[CH:17][C:16]([NH:19][C:20]([NH:21][C:22]4[CH:23]=[CH:24][N:25]=[CH:26][CH:27]=4)=[O:28])=[CH:15][CH:14]=3)[N:12]=2)[CH2:6][CH2:5][O:4][CH2:3][CH2:2]1. (2) Given the reactants [C:1]([OH:9])(=[O:8])[C:2]1[CH:7]=[CH:6][CH:5]=[CH:4][CH:3]=1.[CH3:10][N:11]1[C:16](=[O:17])[C:15]2=[C:18]([NH:35][C:36]3[CH:41]=[CH:40][CH:39]=[CH:38][CH:37]=3)[N:19]([CH2:21][C:22]3[CH:27]=[CH:26][C:25]([C:28]4[CH:33]=[CH:32][CH:31]=[C:30]([F:34])[N:29]=4)=[CH:24][CH:23]=3)[N:20]=[C:14]2[N:13]2[C@H:42]3[CH2:47][CH2:46][CH2:45][C@H:43]3[N:44]=[C:12]12.CCOC(C)=O.C1(C)C(C)=CC=CC=1, predict the reaction product. The product is: [C:1]([OH:9])(=[O:8])[C:2]1[CH:7]=[CH:6][CH:5]=[CH:4][CH:3]=1.[CH3:10][N:11]1[C:16](=[O:17])[C:15]2=[C:18]([NH:35][C:36]3[CH:41]=[CH:40][CH:39]=[CH:38][CH:37]=3)[N:19]([CH2:21][C:22]3[CH:27]=[CH:26][C:25]([C:28]4[CH:33]=[CH:32][CH:31]=[C:30]([F:34])[N:29]=4)=[CH:24][CH:23]=3)[N:20]=[C:14]2[N:13]2[C@H:42]3[CH2:47][CH2:46][CH2:45][C@H:43]3[N:44]=[C:12]12. (3) Given the reactants [CH3:1][O:2][C:3]1[CH:4]=[C:5]([C:11]2[C:22](=[O:23])[N:21]([CH3:24])[C:14]3[N:15]=[C:16](SC)[N:17]=[CH:18][C:13]=3[CH:12]=2)[CH:6]=[C:7]([O:9][CH3:10])[CH:8]=1.O[O:26][S:27]([O-:29])=O.[K+].S([O-])(O[O-])(=O)=O.[K+].[K+].CO.Cl[CH2:42]Cl, predict the reaction product. The product is: [CH3:10][O:9][C:7]1[CH:6]=[C:5]([C:11]2[C:22](=[O:23])[N:21]([CH3:24])[C:14]3[N:15]=[C:16]([S:27]([CH3:42])(=[O:29])=[O:26])[N:17]=[CH:18][C:13]=3[CH:12]=2)[CH:4]=[C:3]([O:2][CH3:1])[CH:8]=1.